Dataset: Peptide-MHC class I binding affinity with 185,985 pairs from IEDB/IMGT. Task: Regression. Given a peptide amino acid sequence and an MHC pseudo amino acid sequence, predict their binding affinity value. This is MHC class I binding data. (1) The peptide sequence is IILEFFLMV. The MHC is HLA-A02:17 with pseudo-sequence HLA-A02:17. The binding affinity (normalized) is 0.519. (2) The peptide sequence is SYFPDSNNV. The MHC is HLA-A02:16 with pseudo-sequence HLA-A02:16. The binding affinity (normalized) is 0.358. (3) The peptide sequence is KAAVDLSHFL. The MHC is HLA-B53:01 with pseudo-sequence HLA-B53:01. The binding affinity (normalized) is 0.185. (4) The peptide sequence is WRQWIPAGI. The MHC is HLA-A03:01 with pseudo-sequence HLA-A03:01. The binding affinity (normalized) is 0.0847. (5) The peptide sequence is TSTGNYNYKY. The MHC is HLA-A29:02 with pseudo-sequence HLA-A29:02. The binding affinity (normalized) is 0.475. (6) The peptide sequence is ALFHKVQSY. The MHC is HLA-A02:01 with pseudo-sequence HLA-A02:01. The binding affinity (normalized) is 0.337. (7) The peptide sequence is IGYRLGMGK. The MHC is HLA-B57:01 with pseudo-sequence HLA-B57:01. The binding affinity (normalized) is 0.0847.